From a dataset of Catalyst prediction with 721,799 reactions and 888 catalyst types from USPTO. Predict which catalyst facilitates the given reaction. (1) Reactant: C(O)(C(F)(F)F)=[O:2].OO.[F:10][C:11]1[CH:29]=[CH:28][C:14]([CH2:15][NH:16][C:17]([C:19]2[N:24]=[C:23]([C:25]([OH:27])=[O:26])[CH:22]=[CH:21][CH:20]=2)=[O:18])=[CH:13][CH:12]=1. Product: [C:25]([C:23]1[CH:22]=[CH:21][CH:20]=[C:19]([C:17](=[O:18])[NH:16][CH2:15][C:14]2[CH:13]=[CH:12][C:11]([F:10])=[CH:29][CH:28]=2)[N+:24]=1[O-:2])([OH:27])=[O:26]. The catalyst class is: 6. (2) Reactant: Br[C:2]1[CH:9]=[CH:8][C:5]([C:6]#[N:7])=[CH:4][C:3]=1[C:10]([F:13])([F:12])[F:11].[CH3:14][N:15]1[CH2:20][CH2:19][NH:18][CH2:17][CH2:16]1. Product: [CH3:14][N:15]1[CH2:20][CH2:19][N:18]([C:2]2[CH:9]=[CH:8][C:5]([C:6]#[N:7])=[CH:4][C:3]=2[C:10]([F:13])([F:12])[F:11])[CH2:17][CH2:16]1. The catalyst class is: 80.